This data is from Catalyst prediction with 721,799 reactions and 888 catalyst types from USPTO. The task is: Predict which catalyst facilitates the given reaction. (1) Reactant: [CH2:1]([O:8][C:9]1[CH:10]=[C:11]([C:23](OCC)=[O:24])[N:12]=[N:13][C:14]=1[O:15][CH2:16][C:17]1[CH:22]=[CH:21][CH:20]=[CH:19][CH:18]=1)[C:2]1[CH:7]=[CH:6][CH:5]=[CH:4][CH:3]=1.[H-].C([Al+]CC(C)C)C(C)C. Product: [CH2:1]([O:8][C:9]1[CH:10]=[C:11]([CH:23]=[O:24])[N:12]=[N:13][C:14]=1[O:15][CH2:16][C:17]1[CH:22]=[CH:21][CH:20]=[CH:19][CH:18]=1)[C:2]1[CH:7]=[CH:6][CH:5]=[CH:4][CH:3]=1. The catalyst class is: 1. (2) Reactant: C([C:3]1[CH:22]=[CH:21][C:6]([O:7][CH:8]2[CH2:13][CH2:12][N:11]([C:14]([O:16][C:17]([CH3:20])([CH3:19])[CH3:18])=[O:15])[CH2:10][CH2:9]2)=[CH:5][CH:4]=1)=O.[C:23](O)(=O)[CH2:24][C:25]([OH:27])=[O:26].N1CCCCC1. Product: [C:17]([O:16][C:14]([N:11]1[CH2:12][CH2:13][CH:8]([O:7][C:6]2[CH:21]=[CH:22][C:3]([CH:23]=[CH:24][C:25]([OH:27])=[O:26])=[CH:4][CH:5]=2)[CH2:9][CH2:10]1)=[O:15])([CH3:19])([CH3:18])[CH3:20]. The catalyst class is: 17. (3) Reactant: Cl[C:2]1[N:6]([C:7]2[CH:12]=[CH:11][CH:10]=[CH:9][CH:8]=2)[N:5]=[C:4]([CH3:13])[CH:3]=1.[NH:14]1[CH2:19][CH2:18][NH:17][CH2:16][CH2:15]1.C([O-])([O-])=O.[K+].[K+]. Product: [CH3:13][C:4]1[CH:3]=[C:2]([N:14]2[CH2:19][CH2:18][NH:17][CH2:16][CH2:15]2)[N:6]([C:7]2[CH:12]=[CH:11][CH:10]=[CH:9][CH:8]=2)[N:5]=1. The catalyst class is: 416. (4) Reactant: [H-].[Na+].[NH2:3][CH2:4][C:5]([OH:7])=O.[CH2:8](Cl)[CH:9]=[CH2:10]. Product: [CH2:8]([N:3]1[CH2:4][C:5](=[O:7])[N:3]([CH2:8][CH:9]=[CH2:10])[CH2:4][C:5]1=[O:7])[CH:9]=[CH2:10]. The catalyst class is: 3. (5) Reactant: [F:1][C:2]1[CH:7]=[CH:6][CH:5]=[CH:4][C:3]=1[C:8](=[O:15])[CH2:9][C:10]([O:12][CH2:13][CH3:14])=[O:11].[CH3:16][N:17]([CH:19](OC)OC)[CH3:18]. Product: [CH2:13]([O:12][C:10](=[O:11])[C:9]([C:8](=[O:15])[C:3]1[CH:4]=[CH:5][CH:6]=[CH:7][C:2]=1[F:1])=[CH:16][N:17]([CH3:19])[CH3:18])[CH3:14]. The catalyst class is: 11. (6) Reactant: [CH3:1][C:2]1[N:7]=[C:6]([C:8]([OH:10])=[O:9])[CH:5]=[CH:4][CH:3]=1.CO.[CH2:13](Cl)CCl. Product: [CH3:13][O:9][C:8]([C:6]1[CH:5]=[CH:4][CH:3]=[C:2]([CH3:1])[N:7]=1)=[O:10]. The catalyst class is: 172. (7) Reactant: [CH:1]1([C:5]2[N:9]3[CH:10]=[CH:11][N:12]=[C:13]([NH2:14])[C:8]3=[C:7]([C:15]3[CH:20]=[CH:19][C:18]([S:21][C:22]4[CH:27]=[CH:26][CH:25]=[CH:24][CH:23]=4)=[CH:17][CH:16]=3)[N:6]=2)[CH2:4][CH2:3][CH2:2]1.ClC1C=CC=C(C(OO)=[O:36])C=1.C([O-])(O)=O.[Na+]. Product: [C:22]1([S:21]([C:18]2[CH:19]=[CH:20][C:15]([C:7]3[N:6]=[C:5]([CH:1]4[CH2:2][CH2:3][CH2:4]4)[N:9]4[CH:10]=[CH:11][N:12]=[C:13]([NH2:14])[C:8]=34)=[CH:16][CH:17]=2)=[O:36])[CH:27]=[CH:26][CH:25]=[CH:24][CH:23]=1. The catalyst class is: 2. (8) Reactant: [CH3:1][O:2][C:3]1[CH:4]=[C:5]2[C:9](=[CH:10][C:11]=1[O:12][CH3:13])[C:8](=[O:14])[C:7](=[CH:15][C:16]1[CH:21]=[CH:20][N:19]=[CH:18][CH:17]=1)[CH2:6]2.CO.C(Cl)Cl. Product: [CH3:1][O:2][C:3]1[CH:4]=[C:5]2[C:9](=[CH:10][C:11]=1[O:12][CH3:13])[C:8](=[O:14])[CH:7]([CH2:15][C:16]1[CH:21]=[CH:20][N:19]=[CH:18][CH:17]=1)[CH2:6]2. The catalyst class is: 153. (9) Reactant: [Cl:1][C:2]1[C:3]([CH:31]=O)=[C:4]([O:26][C:27]([F:30])([F:29])[F:28])[CH:5]=[C:6]2[C:11]=1[N:10]=[CH:9][N:8]([CH2:12][C:13]1[CH:18]=[C:17]([Cl:19])[CH:16]=[CH:15][C:14]=1[S:20]([CH2:23][CH3:24])(=[O:22])=[O:21])[C:7]2=[O:25].ClC1C(CN2CC[C@@H](NC(=O)OC(C)(C)C)C2)=C(OC(F)(F)F)C=C2C=1N=CN(CC1C=C(Cl)C=CC=1S(CC)(=O)=O)C2=O.[NH:77]1[CH2:81][CH2:80][C@@H:79]([CH2:82][NH:83]C(=O)OC(C)(C)C)[CH2:78]1. Product: [NH2:83][CH2:82][C@@H:79]1[CH2:80][CH2:81][N:77]([CH2:31][C:3]2[C:2]([Cl:1])=[C:11]3[C:6]([C:7](=[O:25])[N:8]([CH2:12][C:13]4[CH:18]=[C:17]([Cl:19])[CH:16]=[CH:15][C:14]=4[S:20]([CH2:23][CH3:24])(=[O:21])=[O:22])[CH:9]=[N:10]3)=[CH:5][C:4]=2[O:26][C:27]([F:28])([F:30])[F:29])[CH2:78]1. The catalyst class is: 22.